Dataset: Reaction yield outcomes from USPTO patents with 853,638 reactions. Task: Predict the reaction yield, written as a fraction of the theoretical maximum amount of product (1.0 means a 100% yield; for example, 0.34 means a 34% yield). (1) The reactants are [C:1]([C:5]1[CH:10]=[C:9]([N+:11]([O-])=O)[CH:8]=[C:7]([C:14]([CH3:17])([CH3:16])[CH3:15])[C:6]=1[OH:18])([CH3:4])([CH3:3])[CH3:2]. The catalyst is CO.[Pd]. The product is [C:1]([C:5]1[CH:10]=[C:9]([NH2:11])[CH:8]=[C:7]([C:14]([CH3:17])([CH3:16])[CH3:15])[C:6]=1[OH:18])([CH3:4])([CH3:3])[CH3:2]. The yield is 0.480. (2) The reactants are [CH3:1][O:2][C:3]1[C:11]([CH3:12])=[C:10]2[C:6]([C:7](=[O:13])[O:8][CH2:9]2)=[C:5]([O:14][CH2:15][CH2:16][Si:17]([CH3:20])([CH3:19])[CH3:18])[C:4]=1[CH2:21][CH:22]=[C:23]([CH3:26])[CH:24]=[O:25].[Li+].[BH4-]. The catalyst is CO.C1COCC1. The product is [OH:25][CH2:24][C:23]([CH3:26])=[CH:22][CH2:21][C:4]1[C:5]([O:14][CH2:15][CH2:16][Si:17]([CH3:18])([CH3:20])[CH3:19])=[C:6]2[C:10]([CH2:9][O:8][C:7]2=[O:13])=[C:11]([CH3:12])[C:3]=1[O:2][CH3:1]. The yield is 0.970. (3) The reactants are [CH3:1][Si:2]([CH3:7])([CH3:6])[C:3]#[C:4][CH3:5].[NH2:8][C:9]1[C:18](I)=[CH:17][C:16]([Cl:20])=[CH:15][C:10]=1[C:11]([O:13][CH3:14])=[O:12].C(=O)([O-])[O-].[Na+].[Na+]. The catalyst is [Cl-].C([N+](CCCC)(CCCC)CCCC)CCC.CN(C=O)C.CCOCC.C([O-])(=O)C.[Pd+2].C([O-])(=O)C.C1(P(C2C=CC=CC=2)C2C=CC=CC=2)C=CC=CC=1. The product is [Cl:20][C:16]1[CH:17]=[C:18]2[C:9](=[C:10]([C:11]([O:13][CH3:14])=[O:12])[CH:15]=1)[NH:8][C:3]([Si:2]([CH3:7])([CH3:6])[CH3:1])=[C:4]2[CH3:5]. The yield is 0.590. (4) The reactants are [BH4-].[Li+].[C:3]([O:7][C:8]([NH:10][C:11]1[CH:16]=[CH:15][CH:14]=[CH:13][C:12]=1[NH:17][C:18]([C:20]1[CH:25]=[CH:24][C:23]([C:26](OC)=[O:27])=[CH:22][N:21]=1)=[O:19])=[O:9])([CH3:6])([CH3:5])[CH3:4].O.Cl. The catalyst is C1COCC1. The product is [C:3]([O:7][C:8]([NH:10][C:11]1[CH:16]=[CH:15][CH:14]=[CH:13][C:12]=1[NH:17][C:18]([C:20]1[CH:25]=[CH:24][C:23]([CH2:26][OH:27])=[CH:22][N:21]=1)=[O:19])=[O:9])([CH3:6])([CH3:4])[CH3:5]. The yield is 0.530. (5) The reactants are F[C:2](F)(F)C(O)=O.C([Zn]CC)C.ICI.[I:16][C:17](=[CH2:37])[CH2:18][C@H:19]([CH2:28][O:29][Si:30]([CH3:36])([CH3:35])[C:31]([CH3:34])([CH3:33])[CH3:32])[O:20][Si:21]([CH3:27])([CH3:26])[C:22]([CH3:25])([CH3:24])[CH3:23]. The catalyst is ClCCCl. The product is [I:16][C:17]1([CH2:18][C@H:19]([CH2:28][O:29][Si:30]([CH3:36])([CH3:35])[C:31]([CH3:34])([CH3:33])[CH3:32])[O:20][Si:21]([CH3:27])([CH3:26])[C:22]([CH3:25])([CH3:24])[CH3:23])[CH2:2][CH2:37]1. The yield is 0.770. (6) The reactants are [CH:1]1([CH:6]=[CH:7][C:8]#[N:9])[CH2:5][CH2:4][CH2:3][CH2:2]1.C1CCN2C(=NCCC2)CC1.[NH:21]1[CH:25]=[C:24]([C:26]2[C:27]3[CH:34]=[CH:33][N:32]([CH2:35][O:36][CH2:37][CH2:38][Si:39]([CH3:42])([CH3:41])[CH3:40])[C:28]=3[N:29]=[CH:30][N:31]=2)[CH:23]=[N:22]1. The catalyst is C(#N)C.ClCCl. The product is [CH:1]1([CH:6]([N:21]2[CH:25]=[C:24]([C:26]3[C:27]4[CH:34]=[CH:33][N:32]([CH2:35][O:36][CH2:37][CH2:38][Si:39]([CH3:42])([CH3:41])[CH3:40])[C:28]=4[N:29]=[CH:30][N:31]=3)[CH:23]=[N:22]2)[CH2:7][C:8]#[N:9])[CH2:5][CH2:4][CH2:3][CH2:2]1. The yield is 0.977. (7) The reactants are Br[C:2]1[CH:7]=[CH:6][C:5]([CH2:8][C:9]([NH:11][C:12]2[CH:17]=[C:16]([F:18])[CH:15]=[CH:14][C:13]=2[F:19])=[O:10])=[C:4]([F:20])[CH:3]=1.[CH2:21]([O:23][C:24]1[C:25]([O:39][CH2:40][C:41]2[CH:46]=[CH:45][C:44]([O:47][CH3:48])=[CH:43][CH:42]=2)=[N:26][CH:27]=[C:28](B2OC(C)(C)C(C)(C)O2)[CH:29]=1)[CH3:22].C([O-])([O-])=O.[Cs+].[Cs+]. The catalyst is O1CCOCC1.O.C(Cl)Cl.C1C=CC(P(C2C=CC=CC=2)[C-]2C=CC=C2)=CC=1.C1C=CC(P(C2C=CC=CC=2)[C-]2C=CC=C2)=CC=1.Cl[Pd]Cl.[Fe+2]. The product is [F:19][C:13]1[CH:14]=[CH:15][C:16]([F:18])=[CH:17][C:12]=1[NH:11][C:9](=[O:10])[CH2:8][C:5]1[CH:6]=[CH:7][C:2]([C:28]2[CH:27]=[N:26][C:25]([O:39][CH2:40][C:41]3[CH:42]=[CH:43][C:44]([O:47][CH3:48])=[CH:45][CH:46]=3)=[C:24]([O:23][CH2:21][CH3:22])[CH:29]=2)=[CH:3][C:4]=1[F:20]. The yield is 0.461. (8) The reactants are [N+:1]([C:4]1[CH:11]=[N:10][CH:9]=[CH:8][C:5]=1[CH:6]=[O:7])([O-:3])=[O:2].[OH:12][CH2:13][CH:14]([CH2:17]O)[CH2:15][OH:16].C1(C)C=CC(S(O)(=O)=O)=CC=1. The product is [N+:1]([C:4]1[CH:11]=[N:10][CH:9]=[CH:8][C:5]=1[CH:6]1[O:12][CH2:13][CH:14]([CH2:15][OH:16])[CH2:17][O:7]1)([O-:3])=[O:2]. The catalyst is C1(C)C=CC=CC=1. The yield is 0.860.